From a dataset of Forward reaction prediction with 1.9M reactions from USPTO patents (1976-2016). Predict the product of the given reaction. Given the reactants [NH2:1][C:2]1[S:3][C:4]([C:7]([O:9]CC)=O)=[CH:5][N:6]=1.Br[CH2:13][C:14]([C:16]1[CH:21]=[CH:20][CH:19]=[CH:18][CH:17]=1)=O.CC(C[AlH]CC(C)C)C, predict the reaction product. The product is: [C:16]1([C:14]2[N:1]=[C:2]3[N:6]([CH:13]=2)[CH:5]=[C:4]([CH2:7][OH:9])[S:3]3)[CH:21]=[CH:20][CH:19]=[CH:18][CH:17]=1.